The task is: Predict the reaction yield, written as a fraction of the theoretical maximum amount of product (1.0 means a 100% yield; for example, 0.34 means a 34% yield).. This data is from Reaction yield outcomes from USPTO patents with 853,638 reactions. (1) The reactants are [H-].[Na+].F[C:4]1[CH:5]=[CH:6][C:7]([N:10]([CH2:20][C:21]2[CH:30]=[CH:29][C:24]([C:25]([O:27][CH3:28])=[O:26])=[CH:23][CH:22]=2)[C:11]2[S:15][N:14]=[C:13](C(F)(F)F)[N:12]=2)=[N:8][CH:9]=1.BrC[C:33]1[CH:42]=[CH:41][C:36](C(OC)=O)=[CH:35][C:34]=1[F:43].[CH3:44]N(C=O)C. The catalyst is [Cl-].[Na+].O. The product is [F:43][C:34]1[CH:35]=[CH:36][C:41]([C:5]2[CH:4]=[CH:9][N:8]=[C:7]([N:10]([CH2:20][C:21]3[CH:30]=[CH:29][C:24]([C:25]([O:27][CH3:28])=[O:26])=[CH:23][CH:22]=3)[C:11]3[S:15][N:14]=[C:13]([CH3:44])[N:12]=3)[CH:6]=2)=[CH:42][CH:33]=1. The yield is 0.740. (2) The reactants are [C:1]([OH:5])(=O)[CH2:2][CH3:3].O.O[N:8]1[C:12]2[CH:13]=[CH:14][CH:15]=[CH:16][C:11]=2N=N1.[CH:17]1([N:23]=[C:24]=[NH:25])[CH2:22]CCC[CH2:18]1.NCCN(CCN)CCN. The catalyst is ClCCl.CN(C)C=O. The product is [NH:25]1[CH:18]=[C:17]([CH2:22][C:14]2[CH:13]=[C:12]([NH:8][C:1](=[O:5])[CH2:2][CH3:3])[CH:11]=[CH:16][CH:15]=2)[N:23]=[CH:24]1. The yield is 0.190. (3) The product is [C:1]([N:5]1[C:10](=[O:11])[C:9]([Cl:12])=[C:8]([O:13][CH2:14][C:15]2[CH:16]=[CH:17][C:18]([O:21][CH:22]([CH2:25][CH3:26])[CH2:23][O:24][S:36]([C:31]3[CH:30]=[CH:35][C:34]([CH3:41])=[CH:33][CH:32]=3)(=[O:37])=[O:38])=[CH:19][CH:20]=2)[CH:7]=[N:6]1)([CH3:4])([CH3:3])[CH3:2]. The catalyst is O. The reactants are [C:1]([N:5]1[C:10](=[O:11])[C:9]([Cl:12])=[C:8]([O:13][CH2:14][C:15]2[CH:20]=[CH:19][C:18]([O:21][CH:22]([CH2:25][CH3:26])[CH2:23][OH:24])=[CH:17][CH:16]=2)[CH:7]=[N:6]1)([CH3:4])([CH3:3])[CH3:2].ClCCl.[C:30]1(C)[C:31]([S:36](Cl)(=[O:38])=[O:37])=[CH:32][CH:33]=[CH:34][CH:35]=1.[CH:41](N(C(C)C)CC)(C)C. The yield is 0.770. (4) The reactants are [Cl-].O[NH3+:3].[C:4](=[O:7])([O-])[OH:5].[Na+].CS(C)=O.[F:13][CH2:14][CH2:15][O:16][C:17]1[CH:22]=[CH:21][C:20]([N:23]2[C:28](=[O:29])[C:27]([CH2:30][C:31]3[CH:36]=[CH:35][C:34]([C:37]4[C:38]([C:43]#[N:44])=[CH:39][CH:40]=[CH:41][CH:42]=4)=[CH:33][CH:32]=3)=[C:26]([CH2:45][CH2:46][CH3:47])[N:25]=[C:24]2[CH3:48])=[CH:19][CH:18]=1. The catalyst is C(OCC)(=O)C. The product is [CH2:45]([C:26]1[N:25]=[C:24]([CH3:48])[N:23]([C:20]2[CH:21]=[CH:22][C:17]([O:16][CH2:15][CH2:14][F:13])=[CH:18][CH:19]=2)[C:28](=[O:29])[C:27]=1[CH2:30][C:31]1[CH:36]=[CH:35][C:34]([C:37]2[CH:42]=[CH:41][CH:40]=[CH:39][C:38]=2[C:43]2[NH:3][C:4](=[O:7])[O:5][N:44]=2)=[CH:33][CH:32]=1)[CH2:46][CH3:47]. The yield is 0.880. (5) The reactants are C([O-])([O-])=O.[Na+].[Na+].[NH2:7][C:8]1[CH:16]=[C:15]([Cl:17])[CH:14]=[CH:13][C:9]=1[C:10]([OH:12])=[O:11].[Cl:18][C:19]1[CH:24]=[CH:23][C:22]([S:25](Cl)(=[O:27])=[O:26])=[CH:21][C:20]=1[C:29]([F:32])([F:31])[F:30].Cl. The catalyst is O.O1CCOCC1. The product is [Cl:17][C:15]1[CH:14]=[CH:13][C:9]([C:10]([OH:12])=[O:11])=[C:8]([NH:7][S:25]([C:22]2[CH:23]=[CH:24][C:19]([Cl:18])=[C:20]([C:29]([F:32])([F:30])[F:31])[CH:21]=2)(=[O:27])=[O:26])[CH:16]=1. The yield is 0.650.